This data is from Full USPTO retrosynthesis dataset with 1.9M reactions from patents (1976-2016). The task is: Predict the reactants needed to synthesize the given product. (1) Given the product [C:67]([S:69][CH:46]1[CH2:45][CH2:44][N:43]([C:48]([C:49]2[CH:50]=[CH:51][CH:52]=[CH:53][CH:54]=2)([C:61]2[CH:62]=[CH:63][CH:64]=[CH:65][CH:66]=2)[C:55]2[CH:60]=[CH:59][CH:58]=[CH:57][CH:56]=2)[CH2:42]/[C:41]/1=[CH:34]\[C:35]1[CH:40]=[CH:39][CH:38]=[CH:37][CH:36]=1)(=[O:70])[CH3:68], predict the reactants needed to synthesize it. The reactants are: C1(P(C2C=CC=CC=2)C2C=CC=CC=2)C=CC=CC=1.N(C(OC(C)C)=O)=NC(OC(C)C)=O.[CH:34](=[C:41]1/[CH2:42][N:43]([C:48]([C:61]2[CH:66]=[CH:65][CH:64]=[CH:63][CH:62]=2)([C:55]2[CH:60]=[CH:59][CH:58]=[CH:57][CH:56]=2)[C:49]2[CH:54]=[CH:53][CH:52]=[CH:51][CH:50]=2)[CH2:44][CH2:45][CH:46]/1O)/[C:35]1[CH:40]=[CH:39][CH:38]=[CH:37][CH:36]=1.[C:67]([OH:70])(=[S:69])[CH3:68]. (2) Given the product [F:44][C:43]([F:46])([F:45])[S:40]([O:18][C:14]1[CH:15]=[CH:16][CH:17]=[C:12]([C@H:11]([N:7]2[CH2:8][C@@H:9]([CH3:10])[N:4]([CH2:1][CH:2]=[CH2:3])[CH2:5][C@@H:6]2[CH3:25])[C:19]2[CH:20]=[N:21][CH:22]=[CH:23][CH:24]=2)[CH:13]=1)(=[O:42])=[O:41], predict the reactants needed to synthesize it. The reactants are: [CH2:1]([N:4]1[C@H:9]([CH3:10])[CH2:8][N:7]([C@H:11]([C:19]2[CH:20]=[N:21][CH:22]=[CH:23][CH:24]=2)[C:12]2[CH:13]=[C:14]([OH:18])[CH:15]=[CH:16][CH:17]=2)[C@@H:6]([CH3:25])[CH2:5]1)[CH:2]=[CH2:3].C(N(CC)CC)C.C1C=CC(N([S:40]([C:43]([F:46])([F:45])[F:44])(=[O:42])=[O:41])[S:40]([C:43]([F:46])([F:45])[F:44])(=[O:42])=[O:41])=CC=1. (3) Given the product [Br:1][C:2](=[CH2:6])[CH2:3][CH2:4][O:5][Si:12]([C:15]([CH3:18])([CH3:17])[CH3:16])([CH3:14])[CH3:13], predict the reactants needed to synthesize it. The reactants are: [Br:1][C:2](=[CH2:6])[CH2:3][CH2:4][OH:5].N1C=CN=C1.[Si:12](Cl)([C:15]([CH3:18])([CH3:17])[CH3:16])([CH3:14])[CH3:13]. (4) Given the product [NH:37]([C:18]([C:17]1[CH:16]=[C:15]([CH:14]([O:24][C:25](=[O:36])[NH:26][C:27]2[CH:28]=[C:29]3[C:33](=[CH:34][CH:35]=2)[NH:32][N:31]=[CH:30]3)[C@@H:9]2[CH2:10][CH2:11][CH2:12][CH2:13][N:8]2[C:6]([O:5][C:1]([CH3:4])([CH3:3])[CH3:2])=[O:7])[CH:23]=[CH:22][CH:21]=1)=[O:19])[C:38]1[CH:43]=[CH:42][CH:41]=[CH:40][CH:39]=1, predict the reactants needed to synthesize it. The reactants are: [C:1]([O:5][C:6]([N:8]1[CH2:13][CH2:12][CH2:11][CH2:10][C@H:9]1[CH:14]([O:24][C:25](=[O:36])[NH:26][C:27]1[CH:28]=[C:29]2[C:33](=[CH:34][CH:35]=1)[NH:32][N:31]=[CH:30]2)[C:15]1[CH:16]=[C:17]([CH:21]=[CH:22][CH:23]=1)[C:18](O)=[O:19])=[O:7])([CH3:4])([CH3:3])[CH3:2].[NH2:37][C:38]1[CH:43]=[CH:42][CH:41]=[CH:40][CH:39]=1.O.OC1C2N=NNC=2C=CC=1.CN1CCOCC1.Cl.C(N=C=NCCCN(C)C)C. (5) Given the product [O-:10][Si:8]([O-:11])=[O:9].[O-:10][Si:8]([O-:11])=[O:9].[Na+:6].[Al+3:27], predict the reactants needed to synthesize it. The reactants are: S([O-])([O-])(=O)=O.[Na+:6].[Na+].[Si:8]([O-])([O-:11])([O-:10])[O-:9].[Na+].[Na+].[Na+].[Na+].[O-]S([O-])(=O)=O.[O-]S([O-])(=O)=O.[Al+3:27].[K+]. (6) Given the product [C:3]([O:7][C:8](=[O:23])[NH:9][C@H:10]1[C:16](=[O:17])[N:15]([CH:25]([CH3:27])[CH3:26])[C:14]2[CH:18]=[CH:19][C:20]([Cl:22])=[CH:21][C:13]=2[O:12][CH2:11]1)([CH3:6])([CH3:4])[CH3:5], predict the reactants needed to synthesize it. The reactants are: [H-].[Na+].[C:3]([O:7][C:8](=[O:23])[NH:9][C@H:10]1[C:16](=[O:17])[NH:15][C:14]2[CH:18]=[CH:19][C:20]([Cl:22])=[CH:21][C:13]=2[O:12][CH2:11]1)([CH3:6])([CH3:5])[CH3:4].I[CH:25]([CH3:27])[CH3:26].O. (7) Given the product [CH2:4]([O:6][C:7](=[N:9][O:10][C:11]1[CH:16]=[CH:15][CH:14]=[CH:13][C:12]=1[C:17]([OH:19])=[O:18])[CH3:8])[CH3:5], predict the reactants needed to synthesize it. The reactants are: O[Li].O.[CH2:4]([O:6][C:7](=[N:9][O:10][C:11]1[CH:16]=[CH:15][CH:14]=[CH:13][C:12]=1[C:17]([O:19]CC1C=CC=CC=1)=[O:18])[CH3:8])[CH3:5].C1COCC1.CO.O. (8) Given the product [I:22][N:7]1[C:8](=[O:9])[CH2:2][C:3]2[CH:17]=[CH:16][CH:15]=[CH:14][C:4]=2[C:5]2[CH:13]=[CH:12][CH:11]=[CH:10][C:6]1=2, predict the reactants needed to synthesize it. The reactants are: C[CH:2]1[C:8](=[O:9])[NH:7][C:6]2[CH:10]=[CH:11][CH:12]=[CH:13][C:5]=2[C:4]2[CH:14]=[CH:15][CH:16]=[CH:17][C:3]1=2.[Si]([I:22])(C)(C)C.II. (9) Given the product [F:13][C:14]1[CH:22]=[CH:21][C:20]([CH:23]=[O:24])=[CH:19][C:15]=1[C:16]([N:1]1[CH2:5][CH2:4][C@@H:3]([NH:6][C:7]2[CH:12]=[CH:11][CH:10]=[CH:9][N:8]=2)[CH2:2]1)=[O:17], predict the reactants needed to synthesize it. The reactants are: [NH:1]1[CH2:5][CH2:4][C@@H:3]([NH:6][C:7]2[CH:12]=[CH:11][CH:10]=[CH:9][N:8]=2)[CH2:2]1.[F:13][C:14]1[CH:22]=[CH:21][C:20]([CH:23]=[O:24])=[CH:19][C:15]=1[C:16](O)=[O:17].F[P-](F)(F)(F)(F)F.N1(OC(N(C)C)=[N+](C)C)C2C=CC=CC=2N=N1.C(N(CC)C(C)C)(C)C.